This data is from Full USPTO retrosynthesis dataset with 1.9M reactions from patents (1976-2016). The task is: Predict the reactants needed to synthesize the given product. The reactants are: [OH:1][C:2]1[C:3]([C:14]#[N:15])=[N:4][CH:5]=[C:6]([N:8]2[CH2:13][CH2:12][O:11][CH2:10][CH2:9]2)[CH:7]=1.N1C=CC=CC=1.[F:22][C:23]([F:36])([F:35])[S:24](O[S:24]([C:23]([F:36])([F:35])[F:22])(=[O:26])=[O:25])(=[O:26])=[O:25]. Given the product [C:14]([C:3]1[C:2]([O:1][S:24]([C:23]([F:36])([F:35])[F:22])(=[O:26])=[O:25])=[CH:7][C:6]([N:8]2[CH2:9][CH2:10][O:11][CH2:12][CH2:13]2)=[CH:5][N:4]=1)#[N:15], predict the reactants needed to synthesize it.